Dataset: Buchwald-Hartwig C-N cross coupling reaction yields with 55,370 reactions. Task: Predict the reaction yield, written as a fraction of the theoretical maximum amount of product (1.0 means a 100% yield; for example, 0.34 means a 34% yield). (1) The reactants are COc1ccc(Br)cc1.Cc1ccc(N)cc1.O=S(=O)(O[Pd]1c2ccccc2-c2ccccc2N~1)C(F)(F)F.COc1ccc(OC)c(P([C@]23C[C@H]4C[C@H](C[C@H](C4)C2)C3)[C@]23C[C@H]4C[C@H](C[C@H](C4)C2)C3)c1-c1c(C(C)C)cc(C(C)C)cc1C(C)C.CCN=P(N=P(N(C)C)(N(C)C)N(C)C)(N(C)C)N(C)C.COC(=O)c1ccno1. No catalyst specified. The product is COc1ccc(Nc2ccc(C)cc2)cc1. The yield is 0.0478. (2) The reactants are FC(F)(F)c1ccc(Br)cc1.Cc1ccc(N)cc1.O=S(=O)(O[Pd]1c2ccccc2-c2ccccc2N~1)C(F)(F)F.CC(C)c1cc(C(C)C)c(-c2ccccc2P(C2CCCCC2)C2CCCCC2)c(C(C)C)c1.CN(C)C(=NC(C)(C)C)N(C)C.c1ccc(CN(Cc2ccccc2)c2ccno2)cc1. No catalyst specified. The product is Cc1ccc(Nc2ccc(C(F)(F)F)cc2)cc1. The yield is 0.117.